From a dataset of Full USPTO retrosynthesis dataset with 1.9M reactions from patents (1976-2016). Predict the reactants needed to synthesize the given product. (1) Given the product [OH:1][C@@:2]1([C:9]#[C:10][C:11]2[CH:12]=[C:13]([C:17]3[CH:18]=[C:19]([CH:24]=[C:25]([CH3:27])[CH:26]=3)[C:20]([NH2:28])=[O:22])[CH:14]=[CH:15][CH:16]=2)[CH2:6][CH2:5][N:4]([CH3:7])[C:3]1=[O:8], predict the reactants needed to synthesize it. The reactants are: [OH:1][C@@:2]1([C:9]#[C:10][C:11]2[CH:12]=[C:13]([C:17]3[CH:18]=[C:19]([CH:24]=[C:25]([CH3:27])[CH:26]=3)[C:20]([O:22]C)=O)[CH:14]=[CH:15][CH:16]=2)[CH2:6][CH2:5][N:4]([CH3:7])[C:3]1=[O:8].[NH3:28]. (2) Given the product [C:1]([O:5][C:6]([N:8]1[CH2:13][CH2:12][CH:11]([NH:14][C:15]2[CH:20]=[CH:19][C:18]([CH3:21])=[CH:17][C:16]=2[NH:22][C:27](=[O:28])[C:26]([O:40][CH2:41][CH3:42])([O:25][CH2:23][CH3:24])[CH3:39])[CH2:10][CH2:9]1)=[O:7])([CH3:4])([CH3:3])[CH3:2], predict the reactants needed to synthesize it. The reactants are: [C:1]([O:5][C:6]([N:8]1[CH2:13][CH2:12][CH:11]([NH:14][C:15]2[CH:20]=[CH:19][C:18]([CH3:21])=[CH:17][C:16]=2[NH2:22])[CH2:10][CH2:9]1)=[O:7])([CH3:4])([CH3:3])[CH3:2].[CH2:23]([O:25][C:26]([O:40][CH2:41][CH3:42])([CH3:39])[C:27](OC1C=CC([N+]([O-])=O)=CC=1)=[O:28])[CH3:24]. (3) Given the product [F:4][C:5]1[C:10]([F:11])=[CH:9][CH:8]=[CH:7][C:6]=1[C@H:12]1[CH2:18][NH:17][C:16](=[N:2][NH2:3])[C@H:15]([NH:20][C:21](=[O:27])[O:22][C:23]([CH3:26])([CH3:25])[CH3:24])[CH2:14][CH2:13]1, predict the reactants needed to synthesize it. The reactants are: O.[NH2:2][NH2:3].[F:4][C:5]1[C:10]([F:11])=[CH:9][CH:8]=[CH:7][C:6]=1[C@H:12]1[CH2:18][NH:17][C:16](=S)[C@H:15]([NH:20][C:21](=[O:27])[O:22][C:23]([CH3:26])([CH3:25])[CH3:24])[CH2:14][CH2:13]1. (4) The reactants are: [Br:1][C:2]1[N:7]=[CH:6][C:5]([C:8](=[O:10])[CH3:9])=[CH:4][CH:3]=1.[Br:11]Br. Given the product [Br:11][CH2:9][C:8]([C:5]1[CH:6]=[N:7][C:2]([Br:1])=[CH:3][CH:4]=1)=[O:10], predict the reactants needed to synthesize it. (5) Given the product [OH:33][C@@H:28]1[CH2:29][CH2:30][CH2:31][CH2:32][C@H:27]1[N:3]1[CH2:2][C:10]2[C:5](=[CH:6][C:7]([CH2:14][C:15]3[CH:20]=[CH:19][C:18]([N:21]4[CH:25]=[CH:24][CH:23]=[N:22]4)=[CH:17][CH:16]=3)=[C:8]([C:12]#[N:13])[C:9]=2[CH3:11])[C:4]1=[O:26], predict the reactants needed to synthesize it. The reactants are: O[CH:2]1[C:10]2[C:5](=[CH:6][C:7]([CH2:14][C:15]3[CH:20]=[CH:19][C:18]([N:21]4[CH:25]=[CH:24][CH:23]=[N:22]4)=[CH:17][CH:16]=3)=[C:8]([C:12]#[N:13])[C:9]=2[CH3:11])[C:4](=[O:26])[N:3]1[C@@H:27]1[CH2:32][CH2:31][CH2:30][CH2:29][C@H:28]1[OH:33].FC(F)(F)C(O)=O.C([SiH](CC)CC)C.C(=O)(O)[O-].[Na+]. (6) Given the product [Cl:41][C:42]1[CH:43]=[C:44]([NH:54][C:20]([C:8]2[O:9][C:10]3[C:5]([C:6](=[O:23])[CH:7]=2)=[CH:4][C:3]([F:2])=[CH:12][C:11]=3[N:13]2[CH2:14][CH2:15][N:16]([CH3:19])[CH2:17][CH2:18]2)=[O:21])[CH:45]=[CH:46][C:47]=1[N:48]1[CH2:49][CH2:50][O:51][CH2:52][CH2:53]1, predict the reactants needed to synthesize it. The reactants are: Cl.[F:2][C:3]1[CH:4]=[C:5]2[C:10](=[C:11]([N:13]3[CH2:18][CH2:17][N:16]([CH3:19])[CH2:15][CH2:14]3)[CH:12]=1)[O:9][C:8]([C:20](O)=[O:21])=[CH:7][C:6]2=[O:23].ON1C2C=CC=CC=2N=N1.C(N(CC)CC)C.[Cl:41][C:42]1[CH:43]=[C:44]([NH2:54])[CH:45]=[CH:46][C:47]=1[N:48]1[CH2:53][CH2:52][O:51][CH2:50][CH2:49]1.